Dataset: Aqueous solubility values for 9,982 compounds from the AqSolDB database. Task: Regression/Classification. Given a drug SMILES string, predict its absorption, distribution, metabolism, or excretion properties. Task type varies by dataset: regression for continuous measurements (e.g., permeability, clearance, half-life) or binary classification for categorical outcomes (e.g., BBB penetration, CYP inhibition). For this dataset (solubility_aqsoldb), we predict Y. (1) The drug is CCCCCCCC/C=C\CCCCCCCC(=O)OC(C)C. The Y is -6.34 log mol/L. (2) The molecule is CC(C)(C)C(=O)OCn1cc2c(=O)[nH]cnc2n1. The Y is -2.17 log mol/L. (3) The drug is CCCc1ccccc1. The Y is -3.36 log mol/L. (4) The molecule is Cn1c(=O)c2[nH]c(Cl)nc2n(C)c1=O. The Y is -1.51 log mol/L. (5) The Y is -2.72 log mol/L. The molecule is ClC(Cl)C(Cl)C(Cl)Cl. (6) The Y is -3.36 log mol/L. The compound is c1ccc2c(c1)ccc1ncccc12.